Dataset: Catalyst prediction with 721,799 reactions and 888 catalyst types from USPTO. Task: Predict which catalyst facilitates the given reaction. (1) Reactant: [Cl:1][C:2]1[CH:36]=[CH:35][C:34]([CH2:37][CH2:38][O:39][CH3:40])=[CH:33][C:3]=1[CH2:4][N:5]([CH:30]1[CH2:32][CH2:31]1)[C:6]([C@@H:8]1[C@:13]([C:15]2[CH:20]=[CH:19][C:18]([F:21])=[C:17]([F:22])[CH:16]=2)([OH:14])[CH2:12][CH2:11][N:10](C(OC(C)(C)C)=O)[CH2:9]1)=[O:7].Cl. Product: [Cl:1][C:2]1[CH:36]=[CH:35][C:34]([CH2:37][CH2:38][O:39][CH3:40])=[CH:33][C:3]=1[CH2:4][N:5]([CH:30]1[CH2:32][CH2:31]1)[C:6]([CH:8]1[C:13]([C:15]2[CH:20]=[CH:19][C:18]([F:21])=[C:17]([F:22])[CH:16]=2)([OH:14])[CH2:12][CH2:11][NH:10][CH2:9]1)=[O:7]. The catalyst class is: 2. (2) Reactant: [C:1]1([C:7]2[O:8][C:9]3[CH:15]=[C:14]([C:16]([OH:18])=O)[CH:13]=[CH:12][C:10]=3[N:11]=2)[CH:6]=[CH:5][CH:4]=[CH:3][CH:2]=1.C1N=CN(C(N2C=NC=C2)=O)C=1.[CH3:31][NH:32][O:33][CH3:34].Cl. Product: [CH3:34][O:33][N:32]([CH3:31])[C:16]([C:14]1[CH:13]=[CH:12][C:10]2[N:11]=[C:7]([C:1]3[CH:2]=[CH:3][CH:4]=[CH:5][CH:6]=3)[O:8][C:9]=2[CH:15]=1)=[O:18]. The catalyst class is: 2.